This data is from Full USPTO retrosynthesis dataset with 1.9M reactions from patents (1976-2016). The task is: Predict the reactants needed to synthesize the given product. (1) Given the product [F:35][C:33]1[CH:32]=[CH:31][C:29]2[NH:30][C:26]([CH:17]([O:18][CH:19]3[CH2:24][CH2:23][N:22]([CH3:25])[CH2:21][CH2:20]3)[C:13]3[CH:12]=[C:11]([S:10][CH2:9][CH2:8][NH2:7])[CH:16]=[CH:15][CH:14]=3)=[N:27][C:28]=2[CH:34]=1, predict the reactants needed to synthesize it. The reactants are: C(OC(=O)[NH:7][CH2:8][CH2:9][S:10][C:11]1[CH:16]=[CH:15][CH:14]=[C:13]([CH:17]([C:26]2[NH:30][C:29]3[CH:31]=[CH:32][C:33]([F:35])=[CH:34][C:28]=3[N:27]=2)[O:18][CH:19]2[CH2:24][CH2:23][N:22]([CH3:25])[CH2:21][CH2:20]2)[CH:12]=1)(C)(C)C.C1(O)C=CC=CC=1.Cl[Si](C)(C)C. (2) Given the product [CH3:11][O:12][C:13]([N:15]1[CH2:16][CH2:17][CH:18]([CH:21]=[O:22])[CH2:19][CH2:20]1)=[O:14], predict the reactants needed to synthesize it. The reactants are: C(Cl)(=O)C(Cl)=O.CS(C)=O.[CH3:11][O:12][C:13]([N:15]1[CH2:20][CH2:19][CH:18]([CH2:21][OH:22])[CH2:17][CH2:16]1)=[O:14].C(N(CC)CC)C. (3) Given the product [CH3:11][C:3]1[CH:4]=[C:5]([N+:8]([O-:10])=[O:9])[CH:6]=[CH:7][C:2]=1[O:24][C:20]1[CH:21]=[CH:22][CH:23]=[C:18]([O:17][C:13]([F:12])([F:25])[CH:14]([F:15])[F:16])[CH:19]=1, predict the reactants needed to synthesize it. The reactants are: F[C:2]1[CH:7]=[CH:6][C:5]([N+:8]([O-:10])=[O:9])=[CH:4][C:3]=1[CH3:11].[F:12][C:13]([F:25])([O:17][C:18]1[CH:19]=[C:20]([OH:24])[CH:21]=[CH:22][CH:23]=1)[CH:14]([F:16])[F:15].C(=O)([O-])[O-].[K+].[K+].O. (4) Given the product [Cl:1][C:2]1[CH:7]=[C:6]([C:8]#[C:9][C:10]2[N:11]=[C:12]([CH3:22])[N:13]([C:15]3[N:20]=[CH:19][N:18]([CH3:25])[C:17](=[O:21])[CH:16]=3)[CH:14]=2)[CH:5]=[CH:4][N:3]=1, predict the reactants needed to synthesize it. The reactants are: [Cl:1][C:2]1[CH:7]=[C:6]([C:8]#[C:9][C:10]2[N:11]=[C:12]([CH3:22])[N:13]([C:15]3[N:20]=[CH:19][NH:18][C:17](=[O:21])[CH:16]=3)[CH:14]=2)[CH:5]=[CH:4][N:3]=1.CI.[C:25](=O)([O-])[O-].[K+].[K+]. (5) Given the product [O:9]=[S:7]1(=[O:10])[CH2:8][C:5]([CH2:11][NH2:12])([CH2:4][NH2:1])[CH2:6]1, predict the reactants needed to synthesize it. The reactants are: [N:1]([CH2:4][C:5]1([CH2:11][N:12]=[N+]=[N-])[CH2:8][S:7](=[O:10])(=[O:9])[CH2:6]1)=[N+]=[N-]. (6) Given the product [C:11]([S:13][CH2:14][CH:15]1[S:19][CH:18]([CH2:20][S:21][C:22](=[O:26])[CH:23]=[CH2:24])[CH2:17][S:16]1)(=[O:12])[CH:10]=[CH2:9], predict the reactants needed to synthesize it. The reactants are: C(N(CC)CC)C.Cl[CH2:9][CH2:10][C:11]([S:13][CH2:14][CH:15]1[S:19][CH:18]([CH2:20][S:21][C:22](=[O:26])[CH2:23][CH2:24]Cl)[CH2:17][S:16]1)=[O:12].O.C1(C)C=CC=CC=1. (7) Given the product [CH:1]1([C:4]([N:6]2[CH2:10][CH2:9][C@@H:8]([CH2:11][N:12]3[C:13]4[CH:18]=[C:17]([O:19][CH3:20])[CH:16]=[CH:15][C:14]=4[N:21]=[C:33]3[C:32]3[CH:31]=[CH:30][C:29]([C:25]4[CH:26]=[CH:27][CH:28]=[C:23]([OH:22])[CH:24]=4)=[CH:36][CH:35]=3)[CH2:7]2)=[O:5])[CH2:3][CH2:2]1, predict the reactants needed to synthesize it. The reactants are: [CH:1]1([C:4]([N:6]2[CH2:10][CH2:9][C@@H:8]([CH2:11][NH:12][C:13]3[C:14]([NH2:21])=[CH:15][CH:16]=[C:17]([O:19][CH3:20])[CH:18]=3)[CH2:7]2)=[O:5])[CH2:3][CH2:2]1.[OH:22][C:23]1[CH:24]=[C:25]([C:29]2[CH:36]=[CH:35][C:32]([CH:33]=O)=[CH:31][CH:30]=2)[CH:26]=[CH:27][CH:28]=1.OOS([O-])=O.[K+]. (8) Given the product [Br:1][C:2]1[CH:7]=[CH:6][C:5]([O:8][CH2:10][C:11]2[CH:20]=[CH:19][C:18]3[C:13](=[CH:14][CH:15]=[CH:16][CH:17]=3)[N:12]=2)=[CH:4][CH:3]=1, predict the reactants needed to synthesize it. The reactants are: [Br:1][C:2]1[CH:7]=[CH:6][C:5]([OH:8])=[CH:4][CH:3]=1.Cl[CH2:10][C:11]1[CH:20]=[CH:19][C:18]2[C:13](=[CH:14][CH:15]=[CH:16][CH:17]=2)[N:12]=1.C([O-])([O-])=O.[K+].[K+].